From a dataset of Retrosynthesis with 50K atom-mapped reactions and 10 reaction types from USPTO. Predict the reactants needed to synthesize the given product. (1) Given the product CC(O)c1ccc(-c2cc(C(=O)NC(C)(C)C)nn2-c2cccnc2)nc1, predict the reactants needed to synthesize it. The reactants are: CC(C)(C)NC(=O)c1cc(-c2ccc(C=O)cn2)n(-c2cccnc2)n1.C[Mg+]. (2) Given the product CC(C)(C)OC(=O)N1CCN(c2nc(-c3ccoc3)ns2)CC1, predict the reactants needed to synthesize it. The reactants are: CC(C)(C)OC(=O)N1CCNCC1.Clc1nc(-c2ccoc2)ns1.